Dataset: Forward reaction prediction with 1.9M reactions from USPTO patents (1976-2016). Task: Predict the product of the given reaction. (1) Given the reactants [F:1][C:2]1[CH:8]=[C:7]([I:9])[CH:6]=[CH:5][C:3]=1[NH2:4].C(=O)=O.CC(O)C.C[Si]([N-][Si](C)(C)C)(C)C.[Li+].F[C:28]1[CH:29]=[C:30]([CH:34]=[CH:35][N:36]=1)[C:31]([OH:33])=[O:32], predict the reaction product. The product is: [F:1][C:2]1[CH:8]=[C:7]([I:9])[CH:6]=[CH:5][C:3]=1[NH:4][C:34]1[CH:35]=[N:36][CH:28]=[CH:29][C:30]=1[C:31]([OH:33])=[O:32]. (2) Given the reactants [N+:1]([C:4]1[CH:5]=[C:6]([CH:8]=[CH:9][CH:10]=1)[NH2:7])([O-:3])=[O:2].[C:11](O)(=[O:16])[CH2:12][CH2:13][CH:14]=[CH2:15].C1C=CC2N(O)N=NC=2C=1.C(Cl)CCl, predict the reaction product. The product is: [N+:1]([C:4]1[CH:5]=[C:6]([NH:7][C:11](=[O:16])[CH2:12][CH2:13][CH:14]=[CH2:15])[CH:8]=[CH:9][CH:10]=1)([O-:3])=[O:2]. (3) The product is: [Cl:20][C:14]1[CH:15]=[C:16]([Cl:19])[CH:17]=[CH:18][C:13]=1[C:10]1[O:9][C:8]([S:7][CH2:6][CH2:5][CH2:4][C:3]([OH:21])=[O:2])=[N:12][N:11]=1. Given the reactants C[O:2][C:3](=[O:21])[CH2:4][CH2:5][CH2:6][S:7][C:8]1[O:9][C:10]([C:13]2[CH:18]=[CH:17][C:16]([Cl:19])=[CH:15][C:14]=2[Cl:20])=[N:11][N:12]=1.[OH-].[Na+], predict the reaction product. (4) Given the reactants [Br:1][C:2]1[CH:7]=[C:6]([NH:8][CH3:9])[C:5]([NH2:10])=[C:4]([CH3:11])[CH:3]=1.[N:12]([O-])=O.[Na+].[OH-].[Na+], predict the reaction product. The product is: [Br:1][C:2]1[CH:3]=[C:4]([CH3:11])[C:5]2[N:10]=[N:12][N:8]([CH3:9])[C:6]=2[CH:7]=1. (5) Given the reactants Cl.[Cl:2][C:3]1[CH:4]=[C:5]([C:13]2[O:17][N:16]=[C:15]([C:18]3[CH:28]=[CH:27][C:21]4[CH2:22][CH2:23][NH:24][CH2:25][CH2:26][C:20]=4[CH:19]=3)[N:14]=2)[CH:6]=[CH:7][C:8]=1[O:9][CH:10]([CH3:12])[CH3:11].Br[CH2:30][C:31]([O:33][CH2:34][CH3:35])=[O:32].C(=O)([O-])[O-].[Cs+].[Cs+], predict the reaction product. The product is: [Cl:2][C:3]1[CH:4]=[C:5]([C:13]2[O:17][N:16]=[C:15]([C:18]3[CH:28]=[CH:27][C:21]4[CH2:22][CH2:23][N:24]([CH2:30][C:31]([O:33][CH2:34][CH3:35])=[O:32])[CH2:25][CH2:26][C:20]=4[CH:19]=3)[N:14]=2)[CH:6]=[CH:7][C:8]=1[O:9][CH:10]([CH3:12])[CH3:11].